Dataset: Catalyst prediction with 721,799 reactions and 888 catalyst types from USPTO. Task: Predict which catalyst facilitates the given reaction. (1) Reactant: [OH:1][C:2]([C:5]1[CH:31]=[CH:30][C:8]([C:9]([NH:11][C:12]2[CH:17]=[C:16]([N:18]3[CH2:23][CH2:22][CH2:21][C@H:20]([C:24](O)=[O:25])[CH2:19]3)[N:15]3[N:27]=[CH:28][CH:29]=[C:14]3[N:13]=2)=[O:10])=[CH:7][CH:6]=1)([CH3:4])[CH3:3].CN.C[CH2:35][N:36]=C=NCCCN(C)C.C1C=CC2N(O)N=NC=2C=1. Product: [OH:1][C:2]([C:5]1[CH:6]=[CH:7][C:8]([C:9]([NH:11][C:12]2[CH:17]=[C:16]([N:18]3[CH2:23][CH2:22][CH2:21][C@H:20]([C:24]([NH:36][CH3:35])=[O:25])[CH2:19]3)[N:15]3[N:27]=[CH:28][CH:29]=[C:14]3[N:13]=2)=[O:10])=[CH:30][CH:31]=1)([CH3:3])[CH3:4]. The catalyst class is: 3. (2) Reactant: Br[C:2]1[S:3][N:4]=[C:5]2[CH:10]=[C:9]([Br:11])[CH:8]=[N:7][C:6]=12.[NH2:12][CH:13]1[CH2:18][CH2:17][N:16]([C:19]([O:21][CH2:22][CH3:23])=[O:20])[CH2:15][CH2:14]1. Product: [Br:11][C:9]1[CH:8]=[N:7][C:6]2=[C:2]([NH:12][CH:13]3[CH2:14][CH2:15][N:16]([C:19]([O:21][CH2:22][CH3:23])=[O:20])[CH2:17][CH2:18]3)[S:3][N:4]=[C:5]2[CH:10]=1. The catalyst class is: 14.